Dataset: Catalyst prediction with 721,799 reactions and 888 catalyst types from USPTO. Task: Predict which catalyst facilitates the given reaction. (1) Reactant: [O:1]1[C:5]2[CH:6]=[CH:7][C:8](B(O)O)=[CH:9][C:4]=2[O:3][CH2:2]1.O.[C:14]([OH:18])(=[O:17])[CH:15]=O.[CH3:19][N:20]1[CH2:25][CH2:24][NH:23][CH2:22][CH2:21]1. Product: [O:1]1[C:5]2[CH:6]=[CH:7][C:8]([CH:15]([N:23]3[CH2:24][CH2:25][N:20]([CH3:19])[CH2:21][CH2:22]3)[C:14]([OH:18])=[O:17])=[CH:9][C:4]=2[O:3][CH2:2]1. The catalyst class is: 14. (2) Reactant: [NH2:1][C:2]1[C:3]([C:7]2[N:8]([CH2:25][CH3:26])[C:9]3[CH:14]=[C:13]([CH:15]([C:17]4[CH:22]=[CH:21][CH:20]=[CH:19][CH:18]=4)[OH:16])[N:12]=[C:11]([Cl:23])[C:10]=3[N:24]=2)=[N:4][O:5][N:6]=1.OCC[C:30]1[CH:40]=[CH:39][CH:38]=[C:32]2[C:33]([NH:35][C:36](=[O:37])[C:31]=12)=[O:34].[CH3:41][C:42]1C=CC(S(O)(=O)=O)=CC=1. Product: [NH2:1][C:2]1[C:3]([C:7]2[N:8]([CH2:25][CH3:26])[C:9]3[CH:14]=[C:13]([CH:15]([C:17]4[CH:22]=[CH:21][CH:20]=[CH:19][CH:18]=4)[O:16][CH2:41][CH2:42][N:35]4[C:36](=[O:37])[C:31]5[C:32](=[CH:38][CH:39]=[CH:40][CH:30]=5)[C:33]4=[O:34])[N:12]=[C:11]([Cl:23])[C:10]=3[N:24]=2)=[N:4][O:5][N:6]=1. The catalyst class is: 11. (3) Reactant: [Cl:1][C:2]1[CH:7]=[C:6]([C:8]#[C:9][Si](C)(C)C)[CH:5]=[C:4]([O:14][CH3:15])[C:3]=1[CH:16]1[C:22](=[O:23])[CH:21]2[CH2:24][CH:18]([CH2:19][CH2:20]2)[C:17]1=[O:25].C(=O)([O-])[O-].[K+].[K+]. Product: [Cl:1][C:2]1[CH:7]=[C:6]([C:8]#[CH:9])[CH:5]=[C:4]([O:14][CH3:15])[C:3]=1[CH:16]1[C:22](=[O:23])[CH:21]2[CH2:24][CH:18]([CH2:19][CH2:20]2)[C:17]1=[O:25]. The catalyst class is: 5.